From a dataset of Forward reaction prediction with 1.9M reactions from USPTO patents (1976-2016). Predict the product of the given reaction. (1) Given the reactants [C:1]([C:3]1[CH:13]=[CH:12][C:6]([O:7][CH2:8][C:9]([O-:11])=O)=[CH:5][CH:4]=1)#[N:2].[Li+].Cl.[OH:16][C:17]1([CH2:23][N:24]([CH3:35])[C:25]2[CH:34]=[CH:33][C:28]([C:29]([O:31][CH3:32])=[O:30])=[CH:27][CH:26]=2)[CH2:22][CH2:21][NH:20][CH2:19][CH2:18]1.Cl.C(N=C=NCCCN(C)C)C, predict the reaction product. The product is: [C:1]([C:3]1[CH:4]=[CH:5][C:6]([O:7][CH2:8][C:9]([N:20]2[CH2:21][CH2:22][C:17]([CH2:23][N:24]([CH3:35])[C:25]3[CH:34]=[CH:33][C:28]([C:29]([O:31][CH3:32])=[O:30])=[CH:27][CH:26]=3)([OH:16])[CH2:18][CH2:19]2)=[O:11])=[CH:12][CH:13]=1)#[N:2]. (2) Given the reactants FC(F)(F)C(O)=O.[F:8][C:9]1[CH:27]=[C:26]([S:28]([CH3:31])(=[O:30])=[O:29])[C:25]([F:32])=[CH:24][C:10]=1[CH2:11][N:12]1[CH2:16][CH2:15][N:14]([CH:17]2[CH2:22][CH2:21][NH:20][CH2:19][CH2:18]2)[C:13]1=[O:23].C(N(C(C)C)C(C)C)C.Cl[C:43]1[S:47][N:46]=[C:45]([C:48]([F:51])([F:50])[F:49])[N:44]=1, predict the reaction product. The product is: [F:8][C:9]1[CH:27]=[C:26]([S:28]([CH3:31])(=[O:30])=[O:29])[C:25]([F:32])=[CH:24][C:10]=1[CH2:11][N:12]1[CH2:16][CH2:15][N:14]([CH:17]2[CH2:22][CH2:21][N:20]([C:43]3[S:47][N:46]=[C:45]([C:48]([F:51])([F:50])[F:49])[N:44]=3)[CH2:19][CH2:18]2)[C:13]1=[O:23].